Dataset: Full USPTO retrosynthesis dataset with 1.9M reactions from patents (1976-2016). Task: Predict the reactants needed to synthesize the given product. (1) Given the product [N:12]1[CH:13]=[CH:14][CH:15]=[CH:16][C:11]=1[N:2]1[C:3](=[O:9])[CH:4]2[CH2:7][CH2:8][CH:1]1[CH2:6][CH2:5]2, predict the reactants needed to synthesize it. The reactants are: [CH:1]12[CH2:8][CH2:7][CH:4]([CH2:5][CH2:6]1)[C:3](=[O:9])[NH:2]2.Cl[C:11]1[CH:16]=[CH:15][CH:14]=[CH:13][N:12]=1.C([O-])([O-])=O.[Cs+].[Cs+].CC1(C)C2C(=C(P(C3C=CC=CC=3)C3C=CC=CC=3)C=CC=2)OC2C(P(C3C=CC=CC=3)C3C=CC=CC=3)=CC=CC1=2. (2) Given the product [NH2:20][C:5]1[CH:4]=[C:3]([CH3:23])[C:2]([Cl:1])=[CH:7][C:6]=1[NH:8][CH2:9][CH2:10][CH2:11][CH2:12][CH2:13][CH2:14][C:15]([O:17][CH2:18][CH3:19])=[O:16], predict the reactants needed to synthesize it. The reactants are: [Cl:1][C:2]1[C:3]([CH3:23])=[CH:4][C:5]([N+:20]([O-])=O)=[C:6]([NH:8][CH2:9][CH2:10][CH2:11][CH2:12][CH2:13][CH2:14][C:15]([O:17][CH2:18][CH3:19])=[O:16])[CH:7]=1.[H][H]. (3) Given the product [OH:30][C@@H:29]([CH2:22][C:23]1[CH:28]=[CH:27][CH:26]=[CH:25][CH:24]=1)[CH2:31][N:1]1[CH2:6][CH2:5][CH2:4][C:3]2([O:11][C:10]3[C:12]4[C:17]([C:18](=[O:21])[C:19](=[O:20])[C:9]=3[S:8][CH2:7]2)=[CH:16][CH:15]=[CH:14][CH:13]=4)[CH2:2]1, predict the reactants needed to synthesize it. The reactants are: [NH:1]1[CH2:6][CH2:5][CH2:4][C:3]2([O:11][C:10]3[C:12]4[C:17]([C:18](=[O:21])[C:19](=[O:20])[C:9]=3[S:8][CH2:7]2)=[CH:16][CH:15]=[CH:14][CH:13]=4)[CH2:2]1.[CH2:22]([C@H:29]1[CH2:31][O:30]1)[C:23]1[CH:28]=[CH:27][CH:26]=[CH:25][CH:24]=1.